From a dataset of Reaction yield outcomes from USPTO patents with 853,638 reactions. Predict the reaction yield, written as a fraction of the theoretical maximum amount of product (1.0 means a 100% yield; for example, 0.34 means a 34% yield). The reactants are [CH3:1][CH:2]([CH3:32])[CH2:3][CH:4]([C:22]1[CH:31]=[CH:30][C:25]([C:26]([O:28]C)=[O:27])=[CH:24][N:23]=1)[NH:5][C:6]1[CH:11]=[CH:10][C:9]([C:12]2[CH:17]=[CH:16][C:15]([C:18]([F:21])([F:20])[F:19])=[CH:14][CH:13]=2)=[CH:8][CH:7]=1.[Li+].[OH-].Cl. The catalyst is O.O1CCCC1. The product is [CH3:1][CH:2]([CH3:32])[CH2:3][CH:4]([C:22]1[CH:31]=[CH:30][C:25]([C:26]([OH:28])=[O:27])=[CH:24][N:23]=1)[NH:5][C:6]1[CH:7]=[CH:8][C:9]([C:12]2[CH:13]=[CH:14][C:15]([C:18]([F:21])([F:20])[F:19])=[CH:16][CH:17]=2)=[CH:10][CH:11]=1. The yield is 0.980.